From a dataset of Reaction yield outcomes from USPTO patents with 853,638 reactions. Predict the reaction yield, written as a fraction of the theoretical maximum amount of product (1.0 means a 100% yield; for example, 0.34 means a 34% yield). The reactants are C(O)(=O)C[SH:3].[H-].[Na+].Cl[C:9]1[CH:14]=[CH:13][CH:12]=[C:11]([C:15]#[N:16])[N:10]=1.Cl.[C:18]([O:21]CC)(=O)[CH3:19]. The catalyst is CN(C=O)C. The product is [C:15]([C:11]1[N:10]=[C:9]([CH2:19][C:18]([OH:21])=[S:3])[CH:14]=[CH:13][CH:12]=1)#[N:16]. The yield is 0.470.